Dataset: Full USPTO retrosynthesis dataset with 1.9M reactions from patents (1976-2016). Task: Predict the reactants needed to synthesize the given product. (1) Given the product [CH:15]1([C@:10]2([C:13]#[N:14])[CH2:11][CH2:12][N:8]([C:6]3[CH:5]=[CH:4][N:3]=[C:2]([NH:19][C:20]4[CH:21]=[N:22][N:23]([C:25]5([CH2:28][OH:29])[CH2:26][CH2:27]5)[CH:24]=4)[N:7]=3)[C:9]2=[O:18])[CH2:17][CH2:16]1, predict the reactants needed to synthesize it. The reactants are: Cl[C:2]1[N:7]=[C:6]([N:8]2[CH2:12][CH2:11][C@:10]([CH:15]3[CH2:17][CH2:16]3)([C:13]#[N:14])[C:9]2=[O:18])[CH:5]=[CH:4][N:3]=1.[NH2:19][C:20]1[CH:21]=[N:22][N:23]([C:25]2([CH2:28][OH:29])[CH2:27][CH2:26]2)[CH:24]=1.C(=O)([O-])[O-].[Cs+].[Cs+].C1(P(C2C=CC=CC=2)C2C=CC3C(=CC=CC=3)C=2C2C3C(=CC=CC=3)C=CC=2P(C2C=CC=CC=2)C2C=CC=CC=2)C=CC=CC=1.C(=O)([O-])O.[Na+]. (2) Given the product [NH2:1][CH2:2][C:3]1[CH:8]=[C:7]([C:18]2[CH:19]=[C:20]3[C:25](=[CH:26][CH:27]=2)[NH:24][C:23](=[O:28])[CH2:22][CH2:21]3)[CH:6]=[N:5][CH:4]=1, predict the reactants needed to synthesize it. The reactants are: [NH2:1][CH2:2][C:3]1[CH:4]=[N:5][CH:6]=[C:7](Br)[CH:8]=1.CC1(C)C(C)(C)OB([C:18]2[CH:19]=[C:20]3[C:25](=[CH:26][CH:27]=2)[NH:24][C:23](=[O:28])[CH2:22][CH2:21]3)O1. (3) Given the product [OH:13][CH:12]([C:8]1[CH:9]=[C:10]2[C:5](=[CH:6][CH:7]=1)[C:4](=[O:15])[O:3][CH:2]([CH3:1])[CH2:11]2)[CH2:14][N:20]1[CH2:19][CH2:18][N:17]([C:23](=[O:36])[CH2:24][C:25]2[CH:26]=[CH:27][C:28]([N:31]3[CH:35]=[N:34][N:33]=[N:32]3)=[CH:29][CH:30]=2)[CH2:22][CH2:21]1, predict the reactants needed to synthesize it. The reactants are: [CH3:1][CH:2]1[CH2:11][C:10]2[C:5](=[CH:6][CH:7]=[C:8]([CH:12]3[CH2:14][O:13]3)[CH:9]=2)[C:4](=[O:15])[O:3]1.Cl.[N:17]1([C:23](=[O:36])[CH2:24][C:25]2[CH:30]=[CH:29][C:28]([N:31]3[CH:35]=[N:34][N:33]=[N:32]3)=[CH:27][CH:26]=2)[CH2:22][CH2:21][NH:20][CH2:19][CH2:18]1.CCN(C(C)C)C(C)C. (4) Given the product [OH:28][CH2:27][C:26]([N:1]1[CH2:2][CH2:3][CH:4]([NH:7][C:8](=[O:14])[O:9][C:10]([CH3:11])([CH3:13])[CH3:12])[CH2:5][CH2:6]1)=[O:25], predict the reactants needed to synthesize it. The reactants are: [NH:1]1[CH2:6][CH2:5][CH:4]([NH:7][C:8](=[O:14])[O:9][C:10]([CH3:13])([CH3:12])[CH3:11])[CH2:3][CH2:2]1.C1C=CC2N(O)N=NC=2C=1.[OH:25][CH2:26][C:27](O)=[O:28].Cl.